Dataset: Catalyst prediction with 721,799 reactions and 888 catalyst types from USPTO. Task: Predict which catalyst facilitates the given reaction. (1) Product: [O:2]1[CH:1]=[C:18]([C:19]([O:21][CH2:22][CH3:23])=[O:20])[N:16]=[CH:17]1. The catalyst class is: 1. Reactant: [CH:1](O)=[O:2].C(N1C=CN=C1)(N1C=CN=C1)=O.[N+:16]([CH2:18][C:19]([O:21][CH2:22][CH3:23])=[O:20])#[C-:17]. (2) Reactant: [C:1]([NH:4][CH:5]([C:11]([O:13][CH2:14][CH3:15])=[O:12])[C:6]([O:8][CH2:9][CH3:10])=[O:7])(=[O:3])[CH3:2].[H-].[Na+].[CH3:18][C:19]1[CH:26]=[CH:25][CH:24]=[C:23]([N+:27]([O-:29])=[O:28])[C:20]=1[CH2:21]Br. Product: [CH2:9]([O:8][C:6](=[O:7])[C:5]([NH:4][C:1](=[O:3])[CH3:2])([CH2:21][C:20]1[C:23]([N+:27]([O-:29])=[O:28])=[CH:24][CH:25]=[CH:26][C:19]=1[CH3:18])[C:11]([O:13][CH2:14][CH3:15])=[O:12])[CH3:10]. The catalyst class is: 39. (3) Reactant: [NH2:1][C:2]1[CH:7]=[C:6]([CH:8]([F:10])[CH3:9])[N:5]=[C:4]([C:11]([O:13]C)=[O:12])[C:3]=1[O:15][CH3:16].[OH-].[Na+].Cl. Product: [NH2:1][C:2]1[CH:7]=[C:6]([CH:8]([F:10])[CH3:9])[N:5]=[C:4]([C:11]([OH:13])=[O:12])[C:3]=1[O:15][CH3:16]. The catalyst class is: 36.